This data is from Full USPTO retrosynthesis dataset with 1.9M reactions from patents (1976-2016). The task is: Predict the reactants needed to synthesize the given product. (1) The reactants are: Cl[C:2]1[C:15]2[C:6](=[C:7]3[C:12](=[CH:13][C:14]=2[CH3:16])[CH:11]=[CH:10][CH:9]=[N:8]3)[N:5]=[C:4]([CH2:17][OH:18])[CH:3]=1.[CH3:19][S-:20].[Na+].O. Given the product [CH3:16][C:14]1[CH:13]=[C:12]2[C:7]([N:8]=[CH:9][CH:10]=[CH:11]2)=[C:6]2[C:15]=1[C:2]([S:20][CH3:19])=[CH:3][C:4]([CH2:17][OH:18])=[N:5]2, predict the reactants needed to synthesize it. (2) Given the product [O:17]=[C:18]1[C:23]([C:24]2[CH:29]=[CH:28][CH:27]=[CH:26][CH:25]=2)([C:30]2[CH:35]=[CH:34][CH:33]=[CH:32][CH:31]=2)[CH2:22][CH2:21][CH2:20][N:19]1[CH2:36][C:37]([N:4]1[CH2:5][CH2:6][N:1]([C:7]([O:9][CH2:10][C:11]2[CH:16]=[CH:15][CH:14]=[CH:13][CH:12]=2)=[O:8])[CH2:2][CH2:3]1)=[O:38], predict the reactants needed to synthesize it. The reactants are: [N:1]1([C:7]([O:9][CH2:10][C:11]2[CH:16]=[CH:15][CH:14]=[CH:13][CH:12]=2)=[O:8])[CH2:6][CH2:5][NH:4][CH2:3][CH2:2]1.[O:17]=[C:18]1[C:23]([C:30]2[CH:35]=[CH:34][CH:33]=[CH:32][CH:31]=2)([C:24]2[CH:29]=[CH:28][CH:27]=[CH:26][CH:25]=2)[CH2:22][CH2:21][CH2:20][N:19]1[CH2:36][C:37](O)=[O:38].Cl.C(N=C=NCCCN(C)C)C. (3) Given the product [CH2:1]([O:8][C:9]1[CH:10]=[C:11]([C:26]2[N:38]=[N:39][S:45][C:27]=2[C:28]2[C:29]([C:34]([F:37])([F:36])[F:35])=[N:30][CH:31]=[CH:32][CH:33]=2)[CH:12]=[C:13]([N+:23]([O-:25])=[O:24])[C:14]=1[O:15][CH2:16][C:17]1[CH:22]=[CH:21][CH:20]=[CH:19][CH:18]=1)[C:2]1[CH:7]=[CH:6][CH:5]=[CH:4][CH:3]=1, predict the reactants needed to synthesize it. The reactants are: [CH2:1]([O:8][C:9]1[CH:10]=[C:11](/[C:26](=[N:38]\[NH:39]C(OCC)=O)/[CH2:27][C:28]2[C:29]([C:34]([F:37])([F:36])[F:35])=[N:30][CH:31]=[CH:32][CH:33]=2)[CH:12]=[C:13]([N+:23]([O-:25])=[O:24])[C:14]=1[O:15][CH2:16][C:17]1[CH:22]=[CH:21][CH:20]=[CH:19][CH:18]=1)[C:2]1[CH:7]=[CH:6][CH:5]=[CH:4][CH:3]=1.[S:45](Cl)(Cl)=O. (4) The reactants are: CO[C:3]1[C:12]2[C:7](=[CH:8][CH:9]=[C:10]([C:13]([O:15][CH3:16])=[O:14])[CH:11]=2)[N:6]=[CH:5][CH:4]=1.P(Br)(Br)[Br:18].O.[OH-].[Na+]. Given the product [Br:18][C:3]1[C:12]2[C:7](=[CH:8][CH:9]=[C:10]([C:13]([O:15][CH3:16])=[O:14])[CH:11]=2)[N:6]=[CH:5][CH:4]=1, predict the reactants needed to synthesize it. (5) Given the product [I:1][C:8]1[C:9]([O:13][CH3:14])=[C:10]([O:11][CH3:12])[C:5]([O:4][CH3:3])=[CH:6][C:7]=1[CH2:15][CH:16]([OH:18])[CH3:17], predict the reactants needed to synthesize it. The reactants are: [I:1]I.[CH3:3][O:4][C:5]1[CH:6]=[C:7]([CH2:15][CH:16]([OH:18])[CH3:17])[CH:8]=[C:9]([O:13][CH3:14])[C:10]=1[O:11][CH3:12].C([O-])(O)=O.[Na+]. (6) Given the product [CH2:28]([O:27][C:21]([C:22]1[C:23]([CH3:25])=[N:1][C:2]2[C:3]([C:19]=1[NH2:20])=[C:4]([O:5][CH2:6][C:7]([CH3:15])([CH3:14])[C:8](=[O:9])[NH:10][CH2:11][CH2:12][CH3:13])[CH:16]=[CH:17][CH:18]=2)=[O:26])[CH3:29], predict the reactants needed to synthesize it. The reactants are: [NH2:1][C:2]1[C:3]([C:19]#[N:20])=[C:4]([CH:16]=[CH:17][CH:18]=1)[O:5][CH2:6][C:7]([CH3:15])([CH3:14])[C:8]([NH:10][CH2:11][CH2:12][CH3:13])=[O:9].[C:21]([O:27][CH2:28][CH3:29])(=[O:26])[CH2:22][C:23]([CH3:25])=O.Cl[Sn](Cl)(Cl)Cl. (7) Given the product [C:9]1([C:12]2[CH:17]=[CH:16][N:15]=[CH:14][C:13]=2[N+:18]([O-:20])=[O:19])[CH2:10][CH2:11][CH:6]=[CH:7][CH:8]=1, predict the reactants needed to synthesize it. The reactants are: CS(O[CH:6]1[CH2:11][CH2:10][C:9]([C:12]2[CH:17]=[CH:16][N:15]=[CH:14][C:13]=2[N+:18]([O-:20])=[O:19])=[CH:8][CH2:7]1)(=O)=O.C1CCN2C(=NCCC2)CC1. (8) Given the product [NH2:1][C:2]1[N:6]([C:7]2[C:8]([Cl:15])=[CH:9][C:10]([Cl:14])=[CH:11][C:12]=2[Cl:13])[N:5]=[C:4]([C:16]2[CH:17]=[CH:18][N:19]=[CH:20][CH:21]=2)[C:3]=1[C:22]([OH:24])=[O:23], predict the reactants needed to synthesize it. The reactants are: [NH2:1][C:2]1[N:6]([C:7]2[C:12]([Cl:13])=[CH:11][C:10]([Cl:14])=[CH:9][C:8]=2[Cl:15])[N:5]=[C:4]([C:16]2[CH:21]=[CH:20][N:19]=[CH:18][CH:17]=2)[C:3]=1[C:22]([O:24]CC)=[O:23].[OH-].[K+].